Dataset: Reaction yield outcomes from USPTO patents with 853,638 reactions. Task: Predict the reaction yield, written as a fraction of the theoretical maximum amount of product (1.0 means a 100% yield; for example, 0.34 means a 34% yield). The yield is 0.590. The product is [CH2:18]([C@H:17]1[C@H:23]([CH3:24])[O:25][C:10](=[O:11])[C@@H:9]([NH:8][C:6](=[O:7])[O:5][C:1]([CH3:4])([CH3:3])[CH3:2])[CH2:13][CH2:14][CH2:15][C@@H:16]1[O:26][CH2:27][CH2:28][CH3:29])[CH2:19][CH:20]([CH3:22])[CH3:21]. The reactants are [C:1]([O:5][C:6]([NH:8][C@@H:9]([CH2:13][CH2:14][CH2:15][C@H:16]([O:26][CH2:27][CH2:28][CH3:29])[C@H:17]([C@@H:23]([OH:25])[CH3:24])[CH2:18][CH2:19][CH:20]([CH3:22])[CH3:21])[C:10](O)=[O:11])=[O:7])([CH3:4])([CH3:3])[CH3:2].CC1C=CC=C([N+]([O-])=O)C=1C(OC(C1C([N+]([O-])=O)=CC=CC=1C)=O)=O. The catalyst is C(Cl)Cl.CN(C1C=CN=CC=1)C.